From a dataset of Forward reaction prediction with 1.9M reactions from USPTO patents (1976-2016). Predict the product of the given reaction. Given the reactants [CH2:1]([O:3][C:4]([C:6]1[CH:11]=[CH:10][C:9](=[O:12])[NH:8][CH:7]=1)=[O:5])[CH3:2].CN[CH2:15][CH2:16]NC.P([O-])([O-])([O-])=O.[K+].[K+].[K+], predict the reaction product. The product is: [CH2:1]([O:3][C:4]([C:6]1[CH:11]=[CH:10][C:9](=[O:12])[N:8]([C:11]2[CH:6]=[CH:4][C:15]([CH3:16])=[CH:9][CH:10]=2)[CH:7]=1)=[O:5])[CH3:2].